Dataset: Full USPTO retrosynthesis dataset with 1.9M reactions from patents (1976-2016). Task: Predict the reactants needed to synthesize the given product. (1) Given the product [F:38][C:39]1[CH:40]=[C:41]([CH:44]=[CH:45][CH:46]=1)[CH2:42][S:31][C:29]1[O:18][C:17]([C:16]2[CH:15]=[CH:14][N:13]=[C:12]3[NH:21][C:9]([CH2:8][CH2:7][C:1]4[CH:6]=[CH:5][CH:4]=[CH:3][CH:2]=4)=[CH:10][C:11]=23)=[N:19][N:20]=1, predict the reactants needed to synthesize it. The reactants are: [C:1]1([CH2:7][CH2:8][C:9]2[NH:21][C:12]3[N:13]=[CH:14][CH:15]=[C:16]([C:17]([NH:19][NH2:20])=[O:18])[C:11]=3[CH:10]=2)[CH:6]=[CH:5][CH:4]=[CH:3][CH:2]=1.C(N(CC)CC)C.[C:29](=[S:31])=S.C(=O)([O-])[O-].[K+].[K+].[F:38][C:39]1[CH:40]=[C:41]([CH:44]=[CH:45][CH:46]=1)[CH2:42]Cl. (2) Given the product [F:27][C:26]1[CH:25]=[CH:24][C:23]([C:2]2[CH:3]=[N:4][C:5]3[N:6]([CH:8]=[C:9]([CH2:11][O:12][C:13]4[CH:18]=[CH:17][C:16]([F:19])=[CH:15][N:14]=4)[N:10]=3)[CH:7]=2)=[CH:22][C:21]=1[NH2:20], predict the reactants needed to synthesize it. The reactants are: Br[C:2]1[CH:3]=[N:4][C:5]2[N:6]([CH:8]=[C:9]([CH2:11][O:12][C:13]3[CH:18]=[CH:17][C:16]([F:19])=[CH:15][N:14]=3)[N:10]=2)[CH:7]=1.[NH2:20][C:21]1[CH:22]=[C:23](B(O)O)[CH:24]=[CH:25][C:26]=1[F:27]. (3) Given the product [CH:1]1([C:4]2[CH:9]=[CH:8][N:7]=[CH:6][C:5]=2[N:10]2[CH2:14][CH2:13][N:12]([C:17]3[CH:18]=[CH:19][C:20]4[C:24]([CH3:25])=[CH:23][S:22][C:21]=4[CH:26]=3)[C:11]2=[O:15])[CH2:3][CH2:2]1, predict the reactants needed to synthesize it. The reactants are: [CH:1]1([C:4]2[CH:9]=[CH:8][N:7]=[CH:6][C:5]=2[N:10]2[CH2:14][CH2:13][NH:12][C:11]2=[O:15])[CH2:3][CH2:2]1.Br[C:17]1[CH:18]=[CH:19][C:20]2[C:24]([CH3:25])=[CH:23][S:22][C:21]=2[CH:26]=1.CN[C@@H]1CCCC[C@H]1NC.P([O-])([O-])([O-])=O.[K+].[K+].[K+].